Dataset: Full USPTO retrosynthesis dataset with 1.9M reactions from patents (1976-2016). Task: Predict the reactants needed to synthesize the given product. (1) The reactants are: CN(C=O)C.[N+:6]([C:9]1[CH:29]=[CH:28][C:12]2[N:13]([CH2:17][C:18]3[CH:19]=[C:20]([CH:25]=[CH:26][CH:27]=3)[C:21]([O:23][CH3:24])=[O:22])[CH2:14][CH2:15][O:16][C:11]=2[CH:10]=1)([O-])=O. Given the product [NH2:6][C:9]1[CH:29]=[CH:28][C:12]2[N:13]([CH2:17][C:18]3[CH:19]=[C:20]([CH:25]=[CH:26][CH:27]=3)[C:21]([O:23][CH3:24])=[O:22])[CH2:14][CH2:15][O:16][C:11]=2[CH:10]=1, predict the reactants needed to synthesize it. (2) Given the product [Cl:31][C:32]1[CH:37]=[CH:36][CH:35]=[CH:34][C:33]=1[NH:38][C:39](=[O:58])[NH:40][C:41]1[CH:42]=[CH:43][C:44]([C:47]2[S:51][C:50]([CH2:52][CH2:53][C:54]([OH:56])=[O:55])=[N:49][CH:48]=2)=[CH:45][CH:46]=1, predict the reactants needed to synthesize it. The reactants are: FC(F)(F)C1C=C(NC(=O)NC2C=CC(C3SC(CCC(O)=O)=NC=3)=CC=2)C=CC=1.[Cl:31][C:32]1[CH:37]=[CH:36][CH:35]=[CH:34][C:33]=1[NH:38][C:39](=[O:58])[NH:40][C:41]1[CH:46]=[CH:45][C:44]([C:47]2[S:51][C:50]([CH2:52][CH2:53][C:54]([O:56]C)=[O:55])=[N:49][CH:48]=2)=[CH:43][CH:42]=1. (3) Given the product [N:13]1[CH:12]=[N:11][N:8]2[CH:9]=[CH:10][C:5]([CH2:4][NH2:1])=[CH:6][C:7]=12, predict the reactants needed to synthesize it. The reactants are: [N:1]([CH2:4][C:5]1[CH:10]=[CH:9][N:8]2[N:11]=[CH:12][N:13]=[C:7]2[CH:6]=1)=[N+]=[N-].